From a dataset of Full USPTO retrosynthesis dataset with 1.9M reactions from patents (1976-2016). Predict the reactants needed to synthesize the given product. (1) Given the product [OH:22][C:9]1[C:10]([C:13]2([C:16]3[CH:17]=[CH:18][CH:19]=[CH:20][CH:21]=3)[CH2:14][CH2:15]2)=[N:11][C:12]2[C:7]([C:8]=1[C:23]([OH:25])=[O:24])=[CH:6][CH:5]=[C:4]1[CH2:27][CH2:29][CH2:2][CH2:1][C:3]=21, predict the reactants needed to synthesize it. The reactants are: [CH2:1]([C:3]1[CH:4]=[CH:5][CH:6]=[C:7]2[C:12]=1[N:11]=[C:10]([C:13]1([C:16]3[CH:21]=[CH:20][CH:19]=[CH:18][CH:17]=3)[CH2:15][CH2:14]1)[C:9]([OH:22])=[C:8]2[C:23]([OH:25])=[O:24])[CH3:2].N1C2C(=CC=CC=2)[C:29](=O)[C:27]1=O.[OH-].[Na+]. (2) Given the product [F:1][C@H:2]1[C@@H:7]([O:8][C:9]2[CH:16]=[CH:15][C:14]([C:17]3[N:22]=[C:21]([NH:23][C:24]4[CH:29]=[CH:28][C:27]([N:30]5[CH2:35][CH2:34][N:33]([CH:36]6[CH2:39][O:38][CH2:37]6)[CH2:32][CH2:31]5)=[C:26]([O:40][CH3:41])[CH:25]=4)[N:20]=[CH:19][N:18]=3)=[CH:13][C:10]=2[C:11]#[N:12])[CH2:6][CH2:5][N:4]([C:43](=[O:42])[CH2:44][CH2:45][OH:46])[CH2:3]1, predict the reactants needed to synthesize it. The reactants are: [F:1][C@H:2]1[C@@H:7]([O:8][C:9]2[CH:16]=[CH:15][C:14]([C:17]3[N:22]=[C:21]([NH:23][C:24]4[CH:29]=[CH:28][C:27]([N:30]5[CH2:35][CH2:34][N:33]([CH:36]6[CH2:39][O:38][CH2:37]6)[CH2:32][CH2:31]5)=[C:26]([O:40][CH3:41])[CH:25]=4)[N:20]=[CH:19][N:18]=3)=[CH:13][C:10]=2[C:11]#[N:12])[CH2:6][CH2:5][NH:4][CH2:3]1.[OH:42][CH2:43][CH2:44][C:45](O)=[O:46].C(N(CC)C(C)C)(C)C.CN(C(ON1N=NC2C=CC=NC1=2)=[N+](C)C)C.F[P-](F)(F)(F)(F)F.